Task: Predict the reactants needed to synthesize the given product.. Dataset: Full USPTO retrosynthesis dataset with 1.9M reactions from patents (1976-2016) Given the product [CH2:53]([S:54]([NH:57][C:22](=[O:24])[CH2:21][CH:19]1[CH2:18][N:17]([C:15]([O:14][C:10]([CH3:11])([CH3:12])[CH3:13])=[O:16])[CH2:20]1)(=[O:56])=[O:55])[C:47]1[CH:52]=[CH:51][CH:50]=[CH:49][CH:48]=1, predict the reactants needed to synthesize it. The reactants are: CCN(C(C)C)C(C)C.[C:10]([O:14][C:15]([N:17]1[CH2:20][CH:19]([CH2:21][C:22]([OH:24])=O)[CH2:18]1)=[O:16])([CH3:13])([CH3:12])[CH3:11].CN(C(ON1N=NC2C=CC=CC1=2)=[N+](C)C)C.[B-](F)(F)(F)F.[C:47]1([CH2:53][S:54]([NH2:57])(=[O:56])=[O:55])[CH:52]=[CH:51][CH:50]=[CH:49][CH:48]=1.C([O-])(O)=O.[Na+].